From a dataset of Forward reaction prediction with 1.9M reactions from USPTO patents (1976-2016). Predict the product of the given reaction. (1) The product is: [NH2:2][C:1]1[N:16]([C:10]2[CH:15]=[CH:14][CH:13]=[CH:12][CH:11]=2)[NH:17][C:4](=[O:5])[C:3]=1[CH3:9]. Given the reactants [C:1]([CH:3]([CH3:9])[C:4](OCC)=[O:5])#[N:2].[C:10]1([NH:16][NH2:17])[CH:15]=[CH:14][CH:13]=[CH:12][CH:11]=1, predict the reaction product. (2) Given the reactants C[O:2][CH:3](OC)[C:4]1[CH:9]=[CH:8][CH:7]=[CH:6][C:5]=1[CH2:10][O:11][C:12]1[CH:17]=[C:16]([CH3:18])[CH:15]=[CH:14][C:13]=1[CH3:19].S(=O)(=O)(O)O, predict the reaction product. The product is: [CH3:19][C:13]1[CH:14]=[CH:15][C:16]([CH3:18])=[CH:17][C:12]=1[O:11][CH2:10][C:5]1[CH:6]=[CH:7][CH:8]=[CH:9][C:4]=1[CH:3]=[O:2]. (3) Given the reactants [CH2:1]([Mg]Br)[CH3:2].O1CCCC1.[CH3:10][O:11][CH2:12][C:13]1[N:18]2[N:19]=[C:20]([C:22]([F:25])([F:24])[F:23])[CH:21]=[C:17]2[C:16]([CH:26]=[O:27])=[CH:15][CH:14]=1.[Cl-].[NH4+], predict the reaction product. The product is: [OH:27][CH:26]([C:16]1[C:17]2[N:18]([N:19]=[C:20]([C:22]([F:25])([F:24])[F:23])[CH:21]=2)[C:13]([CH2:12][O:11][CH3:10])=[CH:14][CH:15]=1)[CH2:1][CH3:2].